From a dataset of Reaction yield outcomes from USPTO patents with 853,638 reactions. Predict the reaction yield, written as a fraction of the theoretical maximum amount of product (1.0 means a 100% yield; for example, 0.34 means a 34% yield). (1) The catalyst is C(Cl)Cl. The reactants are [CH3:1][O:2][C:3]1[CH:4]=[C:5]2[C:10](=[CH:11][C:12]=1[O:13][CH3:14])[N:9]=[CH:8][CH:7]=[C:6]2[O:15][C:16]1[CH:22]=[CH:21][C:19]([NH2:20])=[CH:18][CH:17]=1.[C:23]1(C)C=C[CH:26]=[CH:25][CH:24]=1.[CH2:30]([N:32]([CH2:35]C)CC)C.ClC(Cl)([O:40][C:41](=O)[O:42]C(Cl)(Cl)Cl)Cl. The yield is 0.170. The product is [CH3:1][O:2][C:3]1[CH:4]=[C:5]2[C:10](=[CH:11][C:12]=1[O:13][CH3:14])[N:9]=[CH:8][CH:7]=[C:6]2[O:15][C:16]1[CH:22]=[CH:21][C:19]([NH:20][C:41](=[O:40])[O:42][CH2:23][CH2:24][CH2:25][CH2:26][N:32]([CH3:35])[CH3:30])=[CH:18][CH:17]=1. (2) The reactants are [CH3:1][O:2][C:3](=[O:23])/[C:4](/[C:16]1[CH:21]=[CH:20][C:19]([OH:22])=[CH:18][CH:17]=1)=[CH:5]\[C:6]1[CH:11]=[C:10]([O:12][CH3:13])[CH:9]=[C:8]([O:14][CH3:15])[CH:7]=1.[H-].[Na+].F[C:27]1[CH:34]=[CH:33][C:30]([CH:31]=[O:32])=[CH:29][CH:28]=1.O. The catalyst is CN(C=O)C. The product is [CH3:1][O:2][C:3](=[O:23])/[C:4](/[C:16]1[CH:17]=[CH:18][C:19]([O:22][C:27]2[CH:34]=[CH:33][C:30]([CH:31]=[O:32])=[CH:29][CH:28]=2)=[CH:20][CH:21]=1)=[CH:5]\[C:6]1[CH:7]=[C:8]([O:14][CH3:15])[CH:9]=[C:10]([O:12][CH3:13])[CH:11]=1. The yield is 0.740. (3) The reactants are [Cl:1][C:2]1[CH:7]=[CH:6][C:5]([NH:8][S:9]([C:12]([F:15])([F:14])[F:13])(=[O:11])=[O:10])=[C:4]([C:16](=O)[CH2:17][CH3:18])[CH:3]=1.Cl.[F:21][C:22]([F:37])([F:36])[C:23]1[CH:31]=[C:30]([C:32]([F:35])([F:34])[F:33])[CH:29]=[CH:28][C:24]=1[CH2:25][O:26][NH2:27].CC([O-])=O.[Na+]. The catalyst is CCO. The product is [F:21][C:22]([F:36])([F:37])[C:23]1[CH:31]=[C:30]([C:32]([F:35])([F:33])[F:34])[CH:29]=[CH:28][C:24]=1[CH2:25][O:26][N:27]=[C:16]([C:4]1[CH:3]=[C:2]([Cl:1])[CH:7]=[CH:6][C:5]=1[NH:8][S:9]([C:12]([F:15])([F:14])[F:13])(=[O:11])=[O:10])[CH2:17][CH3:18]. The yield is 0.650. (4) The yield is 1.00. The catalyst is ClCCl. The reactants are C([O:5][C:6](=[O:43])[C:7]1[CH:12]=[C:11]([O:13][CH2:14][CH2:15][CH2:16][CH2:17][CH2:18][CH2:19][C:20]2[CH:25]=[CH:24][CH:23]=[C:22]([O:26][CH2:27][CH2:28][CH2:29][C:30]([O:32][CH2:33][CH3:34])=[O:31])[C:21]=2[CH2:35][CH2:36][C:37]([O:39][CH2:40][CH3:41])=[O:38])[CH:10]=[C:9]([Br:42])[CH:8]=1)(C)(C)C.FC(F)(F)C(O)=O. The product is [Br:42][C:9]1[CH:8]=[C:7]([CH:12]=[C:11]([O:13][CH2:14][CH2:15][CH2:16][CH2:17][CH2:18][CH2:19][C:20]2[CH:25]=[CH:24][CH:23]=[C:22]([O:26][CH2:27][CH2:28][CH2:29][C:30]([O:32][CH2:33][CH3:34])=[O:31])[C:21]=2[CH2:35][CH2:36][C:37]([O:39][CH2:40][CH3:41])=[O:38])[CH:10]=1)[C:6]([OH:43])=[O:5]. (5) The reactants are [CH3:1][O:2][C:3]1[CH:21]=[C:20]([O:22][CH3:23])[CH:19]=[CH:18][C:4]=1[CH2:5][N:6]1[C:14](=[O:15])[C:13]2[C:8](=[CH:9][CH:10]=[CH:11][C:12]=2[OH:16])[C:7]1=[O:17].Cl.[CH3:25][N:26]([CH3:30])[CH2:27][CH2:28]Cl.C(=O)([O-])[O-].[K+].[K+]. The catalyst is CN(C=O)C. The product is [CH3:1][O:2][C:3]1[CH:21]=[C:20]([O:22][CH3:23])[CH:19]=[CH:18][C:4]=1[CH2:5][N:6]1[C:14](=[O:15])[C:13]2[C:8](=[CH:9][CH:10]=[CH:11][C:12]=2[O:16][CH2:28][CH2:27][N:26]([CH3:30])[CH3:25])[C:7]1=[O:17]. The yield is 0.610. (6) The reactants are NN.O.[NH2:4][C:5]1[C:10]2[N:11]=[C:12]([S:27][C:28]3[C:36]([CH3:37])=[CH:35][C:31]4[O:32][CH2:33][O:34][C:30]=4[CH:29]=3)[N:13]([CH2:14][CH2:15][N:16]3C(=O)C4C(=CC=CC=4)C3=O)[C:9]=2[CH:8]=[CH:7][N:6]=1. The catalyst is ClCCl.CO. The product is [NH2:16][CH2:15][CH2:14][N:13]1[C:9]2[CH:8]=[CH:7][N:6]=[C:5]([NH2:4])[C:10]=2[N:11]=[C:12]1[S:27][C:28]1[C:36]([CH3:37])=[CH:35][C:31]2[O:32][CH2:33][O:34][C:30]=2[CH:29]=1. The yield is 0.900.